This data is from Peptide-MHC class I binding affinity with 185,985 pairs from IEDB/IMGT. The task is: Regression. Given a peptide amino acid sequence and an MHC pseudo amino acid sequence, predict their binding affinity value. This is MHC class I binding data. (1) The peptide sequence is FRYEFTAPF. The MHC is HLA-A69:01 with pseudo-sequence HLA-A69:01. The binding affinity (normalized) is 0.0847. (2) The binding affinity (normalized) is 0.780. The peptide sequence is NHWNVELSL. The MHC is Mamu-A07 with pseudo-sequence Mamu-A07. (3) The peptide sequence is RLAKLTEAI. The MHC is HLA-A23:01 with pseudo-sequence HLA-A23:01. The binding affinity (normalized) is 0.0847. (4) The binding affinity (normalized) is 0. The MHC is HLA-B07:02 with pseudo-sequence HLA-B07:02. The peptide sequence is QASQEVKNW. (5) The peptide sequence is DLMGVPYCNY. The MHC is HLA-A29:02 with pseudo-sequence HLA-A29:02. The binding affinity (normalized) is 0.538. (6) The peptide sequence is KVMGITAEW. The MHC is HLA-A32:01 with pseudo-sequence HLA-A32:01. The binding affinity (normalized) is 0.762. (7) The peptide sequence is CWHYPPRPCGI. The MHC is Patr-A0901 with pseudo-sequence Patr-A0901. The binding affinity (normalized) is 0.273. (8) The peptide sequence is EATFIDVHI. The MHC is HLA-A02:03 with pseudo-sequence HLA-A02:03. The binding affinity (normalized) is 0.375. (9) The peptide sequence is YQPANKHYI. The MHC is HLA-A24:02 with pseudo-sequence HLA-A24:02. The binding affinity (normalized) is 0.175.